Dataset: Catalyst prediction with 721,799 reactions and 888 catalyst types from USPTO. Task: Predict which catalyst facilitates the given reaction. (1) Reactant: [Cl:1][C:2]1[CH:3]=[CH:4][C:5]([C@@:8]([NH:30][C:31](=[O:42])[NH:32][C@@H:33]2[CH2:38][CH2:37][CH2:36][CH2:35][C@@H:34]2[C:39]([OH:41])=O)([C:16]2[CH:21]=[C:20]([O:22][C:23]([F:28])([F:27])[CH:24]([F:26])[F:25])[CH:19]=[C:18]([F:29])[CH:17]=2)[CH2:9][C:10]2[CH:15]=[CH:14][CH:13]=[CH:12][CH:11]=2)=[N:6][CH:7]=1.[NH2:43][CH2:44][CH2:45][CH2:46][C:47]([O:49][CH3:50])=[O:48].CCN=C=NCCCN(C)C. Product: [Cl:1][C:2]1[CH:3]=[CH:4][C:5]([C@@:8]([NH:30][C:31](=[O:42])[NH:32][C@@H:33]2[CH2:38][CH2:37][CH2:36][CH2:35][C@@H:34]2[C:39]([NH:43][CH2:44][CH2:45][CH2:46][C:47]([O:49][CH3:50])=[O:48])=[O:41])([C:16]2[CH:21]=[C:20]([O:22][C:23]([F:28])([F:27])[CH:24]([F:26])[F:25])[CH:19]=[C:18]([F:29])[CH:17]=2)[CH2:9][C:10]2[CH:11]=[CH:12][CH:13]=[CH:14][CH:15]=2)=[N:6][CH:7]=1. The catalyst class is: 64. (2) Reactant: [CH2:1]([O:3][C:4](=O)[C@H:5]([O:7][C:8]1[CH:13]=[C:12]([NH:14][S:15]([CH3:18])(=[O:17])=[O:16])[N:11]=[C:10]([S:19][CH2:20][C:21]2[CH:26]=[CH:25][CH:24]=[C:23]([F:27])[C:22]=2[F:28])[N:9]=1)[CH3:6])[CH3:2].[BH4-].[Li+]. Product: [CH3:2][CH2:1][O:3][CH2:4][CH3:5].[CH3:24][CH2:23][CH2:22][CH:21]([CH3:26])[CH3:20].[F:28][C:22]1[C:23]([F:27])=[CH:24][CH:25]=[CH:26][C:21]=1[CH2:20][S:19][C:10]1[N:11]=[C:12]([NH:14][S:15]([CH3:18])(=[O:17])=[O:16])[CH:13]=[C:8]([O:7][C@H:5]([CH3:6])[CH2:4][OH:3])[N:9]=1. The catalyst class is: 1. (3) Reactant: Br[CH2:2][C:3](=O)[C@@H:4]([NH:17][C:18]([O:20][C:21]([CH3:24])([CH3:23])[CH3:22])=[O:19])[C@@H:5]([CH3:16])[C:6]([O:8][CH2:9][C:10]1[CH:15]=[CH:14][CH:13]=[CH:12][CH:11]=1)=[O:7].[NH2:26][C:27]1[N:32]=[CH:31][C:30]([C:33]2[CH:40]=[CH:39][C:36]([C:37]#[N:38])=[CH:35][CH:34]=2)=[CH:29][CH:28]=1. Product: [C:21]([O:20][C:18]([NH:17][C@H:4]([C:3]1[N:26]=[C:27]2[CH:28]=[CH:29][C:30]([C:33]3[CH:40]=[CH:39][C:36]([C:37]#[N:38])=[CH:35][CH:34]=3)=[CH:31][N:32]2[CH:2]=1)[C@@H:5]([CH3:16])[C:6]([O:8][CH2:9][C:10]1[CH:15]=[CH:14][CH:13]=[CH:12][CH:11]=1)=[O:7])=[O:19])([CH3:24])([CH3:23])[CH3:22]. The catalyst class is: 554. (4) Reactant: [CH3:1][CH2:2][CH2:3][CH2:4][CH2:5][CH2:6][CH2:7][CH2:8][CH2:9][CH2:10][CH2:11][CH2:12][CH2:13][N+:14]([CH2:17][C:18]1[CH:19]=[CH:20][CH:21]=[CH:22][CH:23]=1)([CH3:16])[CH3:15].[Cl-].[CH:25]1[C:30]([NH2:31])=[CH:29][CH:28]=[C:27]([S:32]([N-:35][C:36]2[S:40][CH:39]=[CH:38][N:37]=2)(=[O:34])=[O:33])[CH:26]=1.[Na+].C(Cl)(Cl)Cl.CCCCCCCCCCCCC[N+](CC1C=CC=CC=1)(C)C. Product: [CH3:1][CH2:2][CH2:3][CH2:4][CH2:5][CH2:6][CH2:7][CH2:8][CH2:9][CH2:10][CH2:11][CH2:12][CH2:13][N+:14]([CH2:17][C:18]1[CH:19]=[CH:20][CH:21]=[CH:22][CH:23]=1)([CH3:16])[CH3:15].[CH:29]1[C:30]([NH2:31])=[CH:25][CH:26]=[C:27]([S:32]([NH:35][C:36]2[S:40][CH:39]=[CH:38][N:37]=2)(=[O:34])=[O:33])[CH:28]=1. The catalyst class is: 374. (5) Reactant: [CH3:1][NH:2][S:3]([CH2:6][C:7]1[CH:12]=[CH:11][C:10]2[NH:13][CH:14]=[C:15]([CH2:16][CH2:17][N:18]([CH3:20])[CH3:19])[C:9]=2[CH:8]=1)(=[O:5])=[O:4].C(C(O)=O)CC(O)=O.OC1O[C@H](CO)[C@@H](O[C@@H]2O[C@H](CO)[C@H](O)[C@H](O)[C@H]2O)[C@H](O)[C@H]1O. Product: [CH3:1][NH:2][S:3]([CH2:6][C:7]1[CH:12]=[CH:11][C:10]2[NH:13][CH:14]=[C:15]([CH2:16][CH2:17][N:18]([CH3:20])[CH3:19])[C:9]=2[CH:8]=1)(=[O:5])=[O:4]. The catalyst class is: 6. (6) Reactant: [F:1][C:2]1[CH:3]=[C:4]([C@H:10]2[CH2:14][CH2:13][CH2:12][N:11]2[C:15]2[CH:20]=[CH:19][N:18]3[N:21]=[CH:22][C:23]([C:24](O)=[O:25])=[C:17]3[N:16]=2)[C:5]([O:8][CH3:9])=[N:6][CH:7]=1.CN(C(ON1N=NC2C=CC=NC1=2)=[N+](C)C)C.F[P-](F)(F)(F)(F)F.CCN(C(C)C)C(C)C.[NH2:60][CH2:61][CH2:62][CH2:63][NH:64][C:65](=[O:71])[O:66][C:67]([CH3:70])([CH3:69])[CH3:68]. Product: [F:1][C:2]1[CH:3]=[C:4]([C@H:10]2[CH2:14][CH2:13][CH2:12][N:11]2[C:15]2[CH:20]=[CH:19][N:18]3[N:21]=[CH:22][C:23]([C:24]([NH:60][CH2:61][CH2:62][CH2:63][NH:64][C:65](=[O:71])[O:66][C:67]([CH3:69])([CH3:68])[CH3:70])=[O:25])=[C:17]3[N:16]=2)[C:5]([O:8][CH3:9])=[N:6][CH:7]=1. The catalyst class is: 3. (7) Reactant: C(=O)([O-])[O-].[K+].[K+].[NH:7]1[CH2:12][CH2:11][CH2:10][CH:9]([CH2:13][NH:14][C:15](=[O:21])[O:16][C:17]([CH3:20])([CH3:19])[CH3:18])[CH2:8]1.Br[CH2:23][C:24]1[CH:29]=[CH:28][C:27]([C:30]([F:33])([F:32])[F:31])=[CH:26][CH:25]=1. The catalyst class is: 5. Product: [C:17]([O:16][C:15](=[O:21])[NH:14][CH2:13][CH:9]1[CH2:10][CH2:11][CH2:12][N:7]([CH2:23][C:24]2[CH:25]=[CH:26][C:27]([C:30]([F:31])([F:32])[F:33])=[CH:28][CH:29]=2)[CH2:8]1)([CH3:18])([CH3:20])[CH3:19]. (8) Reactant: [NH2:1][C:2]1[CH:3]=[C:4]([N:8]2[C:13](=[O:14])[C:12]([CH2:15][C:16]3[CH:21]=[CH:20][CH:19]=[CH:18][CH:17]=3)=[N:11][C:10]3[CH:22]=[CH:23][CH:24]=[N:25][C:9]2=3)[CH:5]=[CH:6][CH:7]=1.C(N(CC)CC)C.[C:33](Cl)(=[O:40])[C:34]1[CH:39]=[CH:38][CH:37]=[CH:36][CH:35]=1.C(=O)(O)[O-].[Na+]. Product: [C:33]([NH:1][C:2]1[CH:3]=[C:4]([N:8]2[C:13](=[O:14])[C:12]([CH2:15][C:16]3[CH:21]=[CH:20][CH:19]=[CH:18][CH:17]=3)=[N:11][C:10]3[CH:22]=[CH:23][CH:24]=[N:25][C:9]2=3)[CH:5]=[CH:6][CH:7]=1)(=[O:40])[C:34]1[CH:39]=[CH:38][CH:37]=[CH:36][CH:35]=1. The catalyst class is: 96. (9) Reactant: C([CH:8]1[O:16][C:15]2[C:10](=[C:11]([S:17]([NH2:20])(=[O:19])=[O:18])[CH:12]=[CH:13][CH:14]=2)[O:9]1)(OC(C)(C)C)=O.[C:21](=[O:24])([O-])[O-:22].[Cs+].[Cs+].Cl.Cl[CH2:29][N:30]1[C:34]([CH3:35])=[CH:33][C:32]([CH3:36])=[N:31]1.[C:37](OCC)(=O)[CH3:37].[CH3:46][CH2:47][CH2:48][CH2:46][CH2:47][CH3:48]. Product: [CH3:29][N:30]1[C:34]([CH3:35])=[CH:33][C:32]([CH3:36])=[N:31]1.[CH2:8]1[O:16][C:15]2[C:10](=[C:11]([S:17]([NH:20][C:21]([O:22][C:47]([CH3:46])([CH3:48])[CH3:37])=[O:24])(=[O:18])=[O:19])[CH:12]=[CH:13][CH:14]=2)[O:9]1. The catalyst class is: 3. (10) Reactant: [C:1]([C:5]1[CH:6]=[C:7]([Cl:22])[CH:8]=[C:9]2[C:14]=1[O:13][CH:12]([C:15]([F:18])([F:17])[F:16])[C:11]([C:19]([OH:21])=[O:20])=[CH:10]2)#[C:2][CH2:3][CH3:4].[OH-].[Na+:24]. The catalyst class is: 8. Product: [C:1]([C:5]1[CH:6]=[C:7]([Cl:22])[CH:8]=[C:9]2[C:14]=1[O:13][C@H:12]([C:15]([F:16])([F:17])[F:18])[C:11]([C:19]([O-:21])=[O:20])=[CH:10]2)#[C:2][CH2:3][CH3:4].[Na+:24].